From a dataset of Full USPTO retrosynthesis dataset with 1.9M reactions from patents (1976-2016). Predict the reactants needed to synthesize the given product. (1) Given the product [F:8][C:5]1[CH:6]=[CH:7][C:2]([O:12][CH2:10][C@@H:20]2[CH2:21][CH2:16][C@@H:17]([CH3:23])[NH:18][CH2:19]2)=[N:3][CH:4]=1, predict the reactants needed to synthesize it. The reactants are: F[C:2]1[CH:7]=[CH:6][C:5]([F:8])=[CH:4][N:3]=1.C[C:10](C)([O-:12])C.[Na+].F[C:16]1[C:17](F)=[N:18][CH:19]=[CH:20][CH:21]=1.[CH3:23]S(C)=O. (2) The reactants are: Br[C:2]1[C:3]([N:22]([CH2:24][CH2:25][OH:26])[CH3:23])=[N:4][CH:5]=[C:6]([CH:21]=1)[C:7]([NH:9][C:10]1[CH:15]=[CH:14][C:13]([O:16][C:17]([F:20])([F:19])[F:18])=[CH:12][CH:11]=1)=[O:8].[CH3:27][C:28]1[N:33]=[CH:32][C:31](B(O)O)=[CH:30][CH:29]=1. Given the product [OH:26][CH2:25][CH2:24][N:22]([CH3:23])[C:3]1[C:2]([C:31]2[CH:32]=[N:33][C:28]([CH3:27])=[CH:29][CH:30]=2)=[CH:21][C:6]([C:7]([NH:9][C:10]2[CH:15]=[CH:14][C:13]([O:16][C:17]([F:20])([F:19])[F:18])=[CH:12][CH:11]=2)=[O:8])=[CH:5][N:4]=1, predict the reactants needed to synthesize it. (3) Given the product [NH2:25][C:22]1[CH:23]=[CH:24][C:19]([S:16]([N:6]([CH2:2][CH:3]([CH3:5])[CH3:4])[C@H:7]([C:13]([OH:15])=[O:14])[CH2:8][CH2:9][CH2:10][CH2:11][NH:12][C:44](=[O:45])[C@H:39]([CH2:40][C:41](=[O:43])[NH2:42])[NH:38][S:35]([C:32]2[CH:31]=[CH:30][C:29]([CH3:28])=[CH:34][CH:33]=2)(=[O:36])=[O:37])(=[O:18])=[O:17])=[CH:20][CH:21]=1, predict the reactants needed to synthesize it. The reactants are: Cl.[CH2:2]([N:6]([S:16]([C:19]1[CH:24]=[CH:23][C:22]([N+:25]([O-])=O)=[CH:21][CH:20]=1)(=[O:18])=[O:17])[C@H:7]([C:13]([OH:15])=[O:14])[CH2:8][CH2:9][CH2:10][CH2:11][NH2:12])[CH:3]([CH3:5])[CH3:4].[CH3:28][C:29]1[CH:34]=[CH:33][C:32]([S:35]([NH:38][C@H:39]([C:44](O)=[O:45])[CH2:40][C:41](=[O:43])[NH2:42])(=[O:37])=[O:36])=[CH:31][CH:30]=1. (4) Given the product [C:15]([CH:17]([C:2]1[C:7]([N+:8]([O-:10])=[O:9])=[C:6]([O:11][CH3:12])[N:5]=[C:4]([O:13][CH3:14])[N:3]=1)[C:18]1[CH:19]=[C:20]([CH:23]=[C:24]([CH3:26])[CH:25]=1)[C:21]#[N:22])#[N:16], predict the reactants needed to synthesize it. The reactants are: Cl[C:2]1[C:7]([N+:8]([O-:10])=[O:9])=[C:6]([O:11][CH3:12])[N:5]=[C:4]([O:13][CH3:14])[N:3]=1.[C:15]([CH2:17][C:18]1[CH:19]=[C:20]([CH:23]=[C:24]([CH3:26])[CH:25]=1)[C:21]#[N:22])#[N:16].[H-].[Na+]. (5) Given the product [NH2:1][C:2]1[C:10]2[CH2:9][CH2:8][N:7]([CH2:11][C:12]3[O:13][CH:14]=[CH:15][CH:16]=3)[C:6](=[O:17])[C:5]=2[N:4]([C:18](=[O:21])[CH2:26][CH2:27][N:29]2[CH2:30][CH2:31][N:32]([C:35]3[CH:40]=[CH:39][C:38]([O:41][CH3:42])=[CH:37][CH:36]=3)[CH2:33][CH2:34]2)[N:3]=1, predict the reactants needed to synthesize it. The reactants are: [NH2:1][C:2]1[C:10]2[CH2:9][CH2:8][N:7]([CH2:11][C:12]3[O:13][CH:14]=[CH:15][CH:16]=3)[C:6](=[O:17])[C:5]=2[NH:4][N:3]=1.[C:18](=[O:21])([O-])[O-].[K+].[K+].ClC[CH2:26][C:27]([N:29]1[CH2:34][CH2:33][N:32]([C:35]2[CH:40]=[CH:39][C:38]([O:41][CH3:42])=[CH:37][CH:36]=2)[CH2:31][CH2:30]1)=O. (6) Given the product [CH3:8][NH:9][C:10]([C@@H:12]([NH:24][C:25](=[O:76])[CH:26]([NH:54][C:55](=[O:75])[C@H:56]([NH:64][C:65](=[O:74])[CH2:66][CH2:67][C:68]1[CH:73]=[CH:72][CH:71]=[CH:70][CH:69]=1)[CH2:57][C:58]1[CH:59]=[CH:60][CH:61]=[CH:62][CH:63]=1)[CH2:27][CH2:28][CH2:29][C:30]1[N:31]=[CH:32][NH:33][CH:34]=1)[CH2:13][C:14]1[CH:23]=[CH:22][C:21]2[C:16](=[CH:17][CH:18]=[CH:19][CH:20]=2)[CH:15]=1)=[O:11], predict the reactants needed to synthesize it. The reactants are: FC(F)(F)C(O)=O.[CH3:8][NH:9][C:10]([CH:12]([NH:24][C:25](=[O:76])[C@@H:26]([NH:54][C:55](=[O:75])[C@H:56]([NH:64][C:65](=[O:74])[CH2:66][CH2:67][C:68]1[CH:73]=[CH:72][CH:71]=[CH:70][CH:69]=1)[CH2:57][C:58]1[CH:63]=[CH:62][CH:61]=[CH:60][CH:59]=1)[CH2:27][CH2:28][CH2:29][C:30]1[N:31]=[CH:32][N:33](C(C2C=CC=CC=2)(C2C=CC=CC=2)C2C=CC=CC=2)[CH:34]=1)[CH2:13][C:14]1[CH:23]=[CH:22][C:21]2[C:16](=[CH:17][CH:18]=[CH:19][CH:20]=2)[CH:15]=1)=[O:11].C([SiH](CC)CC)C. (7) Given the product [CH2:20]([O:22][C:23]([C:25]1[S:29][C:28]([C:9]2[CH:18]=[C:17]3[C:12]([CH:13]=[CH:14][N:15]=[CH:16]3)=[CH:11][CH:10]=2)=[N:27][C:26]=1[CH3:31])=[O:24])[CH3:21], predict the reactants needed to synthesize it. The reactants are: CC1(C)C(C)(C)OB([C:9]2[CH:18]=[C:17]3[C:12]([CH:13]=[CH:14][N:15]=[CH:16]3)=[CH:11][CH:10]=2)O1.[CH2:20]([O:22][C:23]([C:25]1[S:29][C:28](Br)=[N:27][C:26]=1[CH3:31])=[O:24])[CH3:21].C(=O)([O-])[O-].[Cs+].[Cs+].CN(C)C=O. (8) Given the product [NH2:1][C:2]1[C:10]([F:11])=[CH:9][C:8]([Cl:12])=[CH:7][C:3]=1[C:4]([NH:48][C:44]([CH3:45])([C:46]#[CH:47])[CH3:43])=[O:6], predict the reactants needed to synthesize it. The reactants are: [NH2:1][C:2]1[C:10]([F:11])=[CH:9][C:8]([Cl:12])=[CH:7][C:3]=1[C:4]([OH:6])=O.CCN=C=NCCCN(C)C.C1C=CC2N(O)N=NC=2C=1.CCN(C(C)C)C(C)C.[CH3:43][C:44]([NH2:48])([C:46]#[CH:47])[CH3:45]. (9) Given the product [F:13][C:14]1[CH:31]=[CH:30][CH:29]=[CH:28][C:15]=1[NH:16][C:17]1[CH:25]=[C:24]([F:26])[C:23]([F:27])=[CH:22][C:18]=1[C:19]([NH:41][O:40][CH2:33][C:34]1[CH:39]=[CH:38][CH:37]=[CH:36][CH:35]=1)=[O:21], predict the reactants needed to synthesize it. The reactants are: C(N1C=CN=C1)(N1C=CN=C1)=O.[F:13][C:14]1[CH:31]=[CH:30][CH:29]=[CH:28][C:15]=1[NH:16][C:17]1[CH:25]=[C:24]([F:26])[C:23]([F:27])=[CH:22][C:18]=1[C:19]([OH:21])=O.Cl.[CH2:33]([O:40][NH2:41])[C:34]1[CH:39]=[CH:38][CH:37]=[CH:36][CH:35]=1.C(N(CC)CC)C. (10) The reactants are: [OH:1][CH:2]1[CH2:6][NH:5][CH:4]([C:7]([OH:9])=[O:8])[CH2:3]1.C1COCC1.[OH-].[Na+].[CH3:17][C:18]([O:21][C:22](O[C:22]([O:21][C:18]([CH3:20])([CH3:19])[CH3:17])=[O:23])=[O:23])([CH3:20])[CH3:19]. Given the product [C:18]([O:21][C:22]([N:5]1[CH2:6][CH:2]([OH:1])[CH2:3][CH:4]1[C:7]([OH:9])=[O:8])=[O:23])([CH3:20])([CH3:19])[CH3:17], predict the reactants needed to synthesize it.